Dataset: Merck oncology drug combination screen with 23,052 pairs across 39 cell lines. Task: Regression. Given two drug SMILES strings and cell line genomic features, predict the synergy score measuring deviation from expected non-interaction effect. (1) Drug 1: CC(=O)OC1C(=O)C2(C)C(O)CC3OCC3(OC(C)=O)C2C(OC(=O)c2ccccc2)C2(O)CC(OC(=O)C(O)C(NC(=O)c3ccccc3)c3ccccc3)C(C)=C1C2(C)C. Drug 2: CS(=O)(=O)CCNCc1ccc(-c2ccc3ncnc(Nc4ccc(OCc5cccc(F)c5)c(Cl)c4)c3c2)o1. Cell line: NCIH23. Synergy scores: synergy=-0.194. (2) Drug 1: COC12C(COC(N)=O)C3=C(C(=O)C(C)=C(N)C3=O)N1CC1NC12. Drug 2: CC(C)CC(NC(=O)C(Cc1ccccc1)NC(=O)c1cnccn1)B(O)O. Cell line: HT29. Synergy scores: synergy=-15.2. (3) Drug 1: Nc1ccn(C2OC(CO)C(O)C2(F)F)c(=O)n1. Drug 2: CCc1cnn2c(NCc3ccc[n+]([O-])c3)cc(N3CCCCC3CCO)nc12. Cell line: MSTO. Synergy scores: synergy=-7.82.